Dataset: NCI-60 drug combinations with 297,098 pairs across 59 cell lines. Task: Regression. Given two drug SMILES strings and cell line genomic features, predict the synergy score measuring deviation from expected non-interaction effect. (1) Drug 1: CNC(=O)C1=CC=CC=C1SC2=CC3=C(C=C2)C(=NN3)C=CC4=CC=CC=N4. Drug 2: C1=C(C(=O)NC(=O)N1)F. Cell line: 786-0. Synergy scores: CSS=23.4, Synergy_ZIP=2.05, Synergy_Bliss=-0.606, Synergy_Loewe=-1.76, Synergy_HSA=-0.813. (2) Drug 1: CC1C(C(=O)NC(C(=O)N2CCCC2C(=O)N(CC(=O)N(C(C(=O)O1)C(C)C)C)C)C(C)C)NC(=O)C3=C4C(=C(C=C3)C)OC5=C(C(=O)C(=C(C5=N4)C(=O)NC6C(OC(=O)C(N(C(=O)CN(C(=O)C7CCCN7C(=O)C(NC6=O)C(C)C)C)C)C(C)C)C)N)C. Drug 2: CCN(CC)CCCC(C)NC1=C2C=C(C=CC2=NC3=C1C=CC(=C3)Cl)OC. Cell line: NCI-H226. Synergy scores: CSS=22.8, Synergy_ZIP=-6.39, Synergy_Bliss=3.61, Synergy_Loewe=-14.3, Synergy_HSA=-1.15. (3) Drug 1: C1=CC(=CC=C1CCC2=CNC3=C2C(=O)NC(=N3)N)C(=O)NC(CCC(=O)O)C(=O)O. Drug 2: C1CCC(CC1)NC(=O)N(CCCl)N=O. Cell line: SF-539. Synergy scores: CSS=41.5, Synergy_ZIP=-5.33, Synergy_Bliss=-7.21, Synergy_Loewe=-9.86, Synergy_HSA=-2.33. (4) Drug 1: CCCS(=O)(=O)NC1=C(C(=C(C=C1)F)C(=O)C2=CNC3=C2C=C(C=N3)C4=CC=C(C=C4)Cl)F. Drug 2: CN1C2=C(C=C(C=C2)N(CCCl)CCCl)N=C1CCCC(=O)O.Cl. Cell line: A498. Synergy scores: CSS=6.46, Synergy_ZIP=2.24, Synergy_Bliss=6.56, Synergy_Loewe=3.96, Synergy_HSA=5.51. (5) Drug 1: COC1=C(C=C2C(=C1)N=CN=C2NC3=CC(=C(C=C3)F)Cl)OCCCN4CCOCC4. Drug 2: C#CCC(CC1=CN=C2C(=N1)C(=NC(=N2)N)N)C3=CC=C(C=C3)C(=O)NC(CCC(=O)O)C(=O)O. Cell line: SK-OV-3. Synergy scores: CSS=34.6, Synergy_ZIP=-9.30, Synergy_Bliss=-4.20, Synergy_Loewe=-3.39, Synergy_HSA=-3.25.